From a dataset of NCI-60 drug combinations with 297,098 pairs across 59 cell lines. Regression. Given two drug SMILES strings and cell line genomic features, predict the synergy score measuring deviation from expected non-interaction effect. (1) Drug 1: CC(C)NC(=O)C1=CC=C(C=C1)CNNC.Cl. Drug 2: C1C(C(OC1N2C=NC3=C2NC=NCC3O)CO)O. Cell line: MDA-MB-435. Synergy scores: CSS=-4.88, Synergy_ZIP=4.47, Synergy_Bliss=5.39, Synergy_Loewe=-6.97, Synergy_HSA=-5.94. (2) Drug 1: CCC1=C2CN3C(=CC4=C(C3=O)COC(=O)C4(CC)O)C2=NC5=C1C=C(C=C5)O. Drug 2: CCC1(CC2CC(C3=C(CCN(C2)C1)C4=CC=CC=C4N3)(C5=C(C=C6C(=C5)C78CCN9C7C(C=CC9)(C(C(C8N6C)(C(=O)OC)O)OC(=O)C)CC)OC)C(=O)OC)O.OS(=O)(=O)O. Cell line: HT29. Synergy scores: CSS=0.279, Synergy_ZIP=-1.64, Synergy_Bliss=-3.43, Synergy_Loewe=-5.05, Synergy_HSA=-3.35. (3) Drug 1: CC1=C(C=C(C=C1)NC2=NC=CC(=N2)N(C)C3=CC4=NN(C(=C4C=C3)C)C)S(=O)(=O)N.Cl. Drug 2: CN1CCC(CC1)COC2=C(C=C3C(=C2)N=CN=C3NC4=C(C=C(C=C4)Br)F)OC. Cell line: MOLT-4. Synergy scores: CSS=23.6, Synergy_ZIP=-5.23, Synergy_Bliss=-1.01, Synergy_Loewe=1.13, Synergy_HSA=1.93. (4) Drug 1: CC1C(C(=O)NC(C(=O)N2CCCC2C(=O)N(CC(=O)N(C(C(=O)O1)C(C)C)C)C)C(C)C)NC(=O)C3=C4C(=C(C=C3)C)OC5=C(C(=O)C(=C(C5=N4)C(=O)NC6C(OC(=O)C(N(C(=O)CN(C(=O)C7CCCN7C(=O)C(NC6=O)C(C)C)C)C)C(C)C)C)N)C. Drug 2: CCN(CC)CCCC(C)NC1=C2C=C(C=CC2=NC3=C1C=CC(=C3)Cl)OC. Cell line: NCI/ADR-RES. Synergy scores: CSS=8.67, Synergy_ZIP=-1.85, Synergy_Bliss=1.08, Synergy_Loewe=-0.233, Synergy_HSA=0.716. (5) Drug 1: C1=CC(=CC=C1CC(C(=O)O)N)N(CCCl)CCCl.Cl. Drug 2: COC1=C2C(=CC3=C1OC=C3)C=CC(=O)O2. Cell line: SN12C. Synergy scores: CSS=13.1, Synergy_ZIP=-4.75, Synergy_Bliss=0.777, Synergy_Loewe=-6.32, Synergy_HSA=-1.85.